Dataset: Forward reaction prediction with 1.9M reactions from USPTO patents (1976-2016). Task: Predict the product of the given reaction. (1) Given the reactants COC(=O)C=CC1C2N(C3C=CC=CC=3)C=[N:11][C:10]=2C=C(C(F)(F)F)C=1.CN1CC[N:30]([C:33](=[O:55])[CH:34]=[CH:35][C:36]2[C:44]3[N:43]([C:45]4[CH:50]=[CH:49][CH:48]=[CH:47][CH:46]=4)[CH:42]=[N:41][C:40]=3[CH:39]=[C:38]([C:51]([F:54])([F:53])[F:52])[CH:37]=2)[CH2:29][CH2:28]1, predict the reaction product. The product is: [C:10]([CH2:28][CH2:29][NH:30][C:33](=[O:55])[CH:34]=[CH:35][C:36]1[C:44]2[N:43]([C:45]3[CH:46]=[CH:47][CH:48]=[CH:49][CH:50]=3)[CH:42]=[N:41][C:40]=2[CH:39]=[C:38]([C:51]([F:53])([F:54])[F:52])[CH:37]=1)#[N:11]. (2) Given the reactants [F:1][C:2]([F:33])([F:32])[C:3]1[CH:27]=[C:26]([C:28]([F:31])([F:30])[F:29])[CH:25]=[CH:24][C:4]=1[CH2:5][N:6]1[C:14]2[C:9](=[CH:10][C:11]([CH:15]=[C:16]3[S:20][C:19](SC)=[N:18][C:17]3=[O:23])=[CH:12][CH:13]=2)[CH:8]=[N:7]1.[C:34]([O:38][C:39]([N:41]1[CH2:46][CH:45]2[CH2:47][CH:42]1[CH2:43][NH:44]2)=[O:40])([CH3:37])([CH3:36])[CH3:35], predict the reaction product. The product is: [C:34]([O:38][C:39]([N:41]1[CH2:46][CH:45]2[CH2:47][CH:42]1[CH2:43][N:44]2[C:19]1[S:20][C:16](=[CH:15][C:11]2[CH:10]=[C:9]3[C:14](=[CH:13][CH:12]=2)[N:6]([CH2:5][C:4]2[CH:24]=[CH:25][C:26]([C:28]([F:30])([F:29])[F:31])=[CH:27][C:3]=2[C:2]([F:32])([F:33])[F:1])[N:7]=[CH:8]3)[C:17](=[O:23])[N:18]=1)=[O:40])([CH3:37])([CH3:35])[CH3:36].